This data is from Reaction yield outcomes from USPTO patents with 853,638 reactions. The task is: Predict the reaction yield, written as a fraction of the theoretical maximum amount of product (1.0 means a 100% yield; for example, 0.34 means a 34% yield). (1) The reactants are [NH2:1][C:2]1[N:7]=[CH:6][N:5]=[C:4]([NH:8][C@H:9]([C:11]2[N:16]([C:17]3[CH:22]=[CH:21][CH:20]=[CH:19][CH:18]=3)[C:15](=[O:23])[C:14]3=[C:24]([CH3:27])[CH:25]=[CH:26][N:13]3[N:12]=2)[CH3:10])[C:3]=1Br.[F:29][CH:30]([F:41])[O:31][C:32]1[CH:33]=[C:34](B(O)O)[CH:35]=[N:36][CH:37]=1.C(=O)([O-])[O-].[Cs+].[Cs+]. The catalyst is O1CCOCC1.C(OCC)(=O)C. The product is [NH2:1][C:2]1[N:7]=[CH:6][N:5]=[C:4]([NH:8][C@H:9]([C:11]2[N:16]([C:17]3[CH:22]=[CH:21][CH:20]=[CH:19][CH:18]=3)[C:15](=[O:23])[C:14]3=[C:24]([CH3:27])[CH:25]=[CH:26][N:13]3[N:12]=2)[CH3:10])[C:3]=1[C:34]1[CH:35]=[N:36][CH:37]=[C:32]([O:31][CH:30]([F:41])[F:29])[CH:33]=1. The yield is 0.810. (2) The reactants are [CH:1]1([NH:4][C:5]([C:7]2[CH:8]=[CH:9][C:10]([CH3:30])=[C:11]([C:13]3[C:14]([C:27]([OH:29])=O)=[CH:15][C:16]([C:19]([NH:21][CH2:22][C:23]([CH3:26])([CH3:25])[CH3:24])=[O:20])=[CH:17][CH:18]=3)[CH:12]=2)=[O:6])[CH2:3][CH2:2]1.C[N:32](C(ON1N=NC2C=CC=CC1=2)=[N+](C)C)C.F[P-](F)(F)(F)(F)F.CCN(CC)CC.N. The catalyst is CN(C=O)C. The product is [CH:1]1([NH:4][C:5]([C:7]2[CH:12]=[C:11]([C:13]3[C:14]([C:27]([NH2:32])=[O:29])=[CH:15][C:16]([C:19]([NH:21][CH2:22][C:23]([CH3:24])([CH3:25])[CH3:26])=[O:20])=[CH:17][CH:18]=3)[C:10]([CH3:30])=[CH:9][CH:8]=2)=[O:6])[CH2:3][CH2:2]1. The yield is 0.900. (3) The reactants are ClC1C=CC=CC=1C1C(O)=CC=CC=1Cl.[Cl:16][C:17]1[C:22]([C:23]2[CH:28]=[CH:27][CH:26]=[CH:25][C:24]=2[C:29]([F:32])([F:31])[F:30])=[C:21]([O:33]C)[CH:20]=[CH:19][CH:18]=1. No catalyst specified. The product is [Cl:16][C:17]1[CH:18]=[CH:19][CH:20]=[C:21]([OH:33])[C:22]=1[C:23]1[CH:28]=[CH:27][CH:26]=[CH:25][C:24]=1[C:29]([F:31])([F:32])[F:30]. The yield is 0.920.